Dataset: Full USPTO retrosynthesis dataset with 1.9M reactions from patents (1976-2016). Task: Predict the reactants needed to synthesize the given product. (1) Given the product [C:11]([C:10]1[N:6]2[C:7]([C:2]([NH2:1])=[N:3][CH:4]=[N:5]2)=[C:8]([C:14]2[CH:19]=[CH:18][C:17]([NH:20][C:30]([NH:29][C:27]3[CH:26]=[CH:25][CH:24]=[C:23]([C:22]([F:39])([F:21])[F:40])[N:28]=3)=[O:31])=[CH:16][CH:15]=2)[CH:9]=1)(=[O:13])[CH3:12], predict the reactants needed to synthesize it. The reactants are: [NH2:1][C:2]1[C:7]2=[C:8]([C:14]3[CH:19]=[CH:18][C:17]([NH2:20])=[CH:16][CH:15]=3)[CH:9]=[C:10]([C:11](=[O:13])[CH3:12])[N:6]2[N:5]=[CH:4][N:3]=1.[F:21][C:22]([F:40])([F:39])[C:23]1[N:28]=[C:27]([NH:29][C:30](=O)[O:31]C2C=CC=CC=2)[CH:26]=[CH:25][CH:24]=1.C(N(CC)CC)C. (2) Given the product [CH2:13]1[C:9]2([CH2:14][CH2:15][C:6]([CH2:4][OH:3])=[CH:7][CH2:8]2)[CH2:10][CH2:11][CH2:12]1, predict the reactants needed to synthesize it. The reactants are: C([O:3][C:4]([C:6]1[CH2:15][CH2:14][C:9]2([CH2:13][CH2:12][CH2:11][CH2:10]2)[CH2:8][CH:7]=1)=O)C.C1(C)C=CC=CC=1.[H-].C([Al+]CC(C)C)C(C)C.Cl. (3) Given the product [Cl:1][C:2]1[CH:3]=[CH:4][C:5]([C:38]#[N:39])=[C:6]([C:8]2[C:13]([O:14][CH3:15])=[CH:12][N:11]([CH:16]([CH2:31][CH:32]([O:35][CH3:36])[CH2:33][CH3:34])[C:17]([NH:19][C:20]3[CH:30]=[CH:29][C:23]([C:24]([OH:26])=[O:25])=[CH:22][CH:21]=3)=[O:18])[C:10](=[O:37])[CH:9]=2)[CH:7]=1, predict the reactants needed to synthesize it. The reactants are: [Cl:1][C:2]1[CH:3]=[CH:4][C:5]([C:38]#[N:39])=[C:6]([C:8]2[C:13]([O:14][CH3:15])=[CH:12][N:11]([CH:16]([CH2:31][CH:32]([O:35][CH3:36])[CH2:33][CH3:34])[C:17]([NH:19][C:20]3[CH:30]=[CH:29][C:23]([C:24]([O:26]CC)=[O:25])=[CH:22][CH:21]=3)=[O:18])[C:10](=[O:37])[CH:9]=2)[CH:7]=1.C(=O)([O-])[O-].[Cs+].[Cs+]. (4) Given the product [C:15]([C:13]1[CH:14]=[C:9]([NH:8][C:36]([NH:37][C:38]2[C:47]3[C:42](=[CH:43][CH:44]=[CH:45][CH:46]=3)[C:41]([O:48][C:49]3[CH:54]=[CH:53][N:52]=[C:51]([NH:55][C:56]4[CH:61]=[C:60]([O:62][CH2:63][CH2:64][O:65][CH2:66][CH2:67][O:68][CH2:69][CH2:70][O:71][CH3:72])[CH:59]=[C:58]([O:73][CH3:74])[CH:57]=4)[N:50]=3)=[CH:40][CH:39]=2)=[O:35])[C:10]([O:27][CH3:28])=[C:11]([NH:19][S:20]([C:23]([F:24])([F:25])[F:26])(=[O:22])=[O:21])[CH:12]=1)([CH3:16])([CH3:17])[CH3:18], predict the reactants needed to synthesize it. The reactants are: C(N(CC)CC)C.[NH2:8][C:9]1[C:10]([O:27][CH3:28])=[C:11]([NH:19][S:20]([C:23]([F:26])([F:25])[F:24])(=[O:22])=[O:21])[CH:12]=[C:13]([C:15]([CH3:18])([CH3:17])[CH3:16])[CH:14]=1.C1([O:35][C:36](=O)[NH:37][C:38]2[C:47]3[C:42](=[CH:43][CH:44]=[CH:45][CH:46]=3)[C:41]([O:48][C:49]3[CH:54]=[CH:53][N:52]=[C:51]([NH:55][C:56]4[CH:61]=[C:60]([O:62][CH2:63][CH2:64][O:65][CH2:66][CH2:67][O:68][CH2:69][CH2:70][O:71][CH3:72])[CH:59]=[C:58]([O:73][CH3:74])[CH:57]=4)[N:50]=3)=[CH:40][CH:39]=2)C=CC=CC=1. (5) The reactants are: [CH:1]#[C:2][CH2:3][NH:4][C@H:5]1[C:9]2[CH:10]=[CH:11][CH:12]=[CH:13][C:8]=2[CH2:7][CH2:6]1.[C:14]([OH:33])(=[O:32])[CH2:15][CH2:16][CH2:17][CH2:18][CH2:19][CH2:20][CH2:21]/[CH:22]=[CH:23]\[CH2:24][CH2:25][CH2:26][CH2:27][CH2:28][CH2:29][CH2:30][CH3:31]. Given the product [CH:1]#[C:2][CH2:3][NH:4][C@H:5]1[C:9]2[CH:10]=[CH:11][CH:12]=[CH:13][C:8]=2[CH2:7][CH2:6]1.[C:14]([O-:33])(=[O:32])[CH2:15][CH2:16][CH2:17][CH2:18][CH2:19][CH2:20][CH2:21]/[CH:22]=[CH:23]\[CH2:24][CH2:25][CH2:26][CH2:27][CH2:28][CH2:29][CH2:30][CH3:31], predict the reactants needed to synthesize it. (6) Given the product [CH3:37][O:36][C:34](=[O:35])[NH:8][C:6]1[CH:5]=[CH:4][C:3]([C:9]2[CH:14]=[CH:13][N:12]=[C:11]([C@@H:15]([NH:19][C:20]([O:21][C:22]([CH3:25])([CH3:24])[CH3:23])=[O:26])[CH2:16][CH:17]=[CH2:18])[CH:10]=2)=[C:2]([NH2:1])[CH:7]=1, predict the reactants needed to synthesize it. The reactants are: [NH2:1][C:2]1[CH:7]=[C:6]([NH2:8])[CH:5]=[CH:4][C:3]=1[C:9]1[CH:14]=[CH:13][N:12]=[C:11]([C@@H:15]([NH:19][C:20](=[O:26])[O:21][C:22]([CH3:25])([CH3:24])[CH3:23])[CH2:16][CH:17]=[CH2:18])[CH:10]=1.N1C=CC=CC=1.Cl[C:34]([O:36][CH3:37])=[O:35]. (7) Given the product [CH2:28]([O:27][C:13]1[C:14]2[N:19]=[C:18]([C:20]3[CH:25]=[CH:24][CH:23]=[C:22]([CH3:26])[CH:21]=3)[O:17][C:15]=2[N:16]=[C:11]([S:8][C:7]2[S:33][CH:34]=[CH:35][N:36]=2)[N:12]=1)[CH2:29][CH3:30], predict the reactants needed to synthesize it. The reactants are: C(=O)([O-])[O-].[Cs+].[Cs+].[CH3:7][S:8]([C:11]1[N:12]=[C:13]([O:27][CH2:28][CH2:29][CH3:30])[C:14]2[N:19]=[C:18]([C:20]3[CH:25]=[CH:24][CH:23]=[C:22]([CH3:26])[CH:21]=3)[O:17][C:15]=2[N:16]=1)(=O)=O.SC1[S:33][CH:34]=[CH:35][N:36]=1. (8) Given the product [CH3:17][C:4]1[C:3]([CH:18]([CH2:23][CH2:24][CH3:25])[C:19]([O:21][CH3:22])=[O:20])=[C:2]([C:26]2[CH:31]=[CH:30][CH:29]=[CH:28][CH:27]=2)[N:7]2[N:8]=[CH:9][CH:10]=[C:6]2[N:5]=1, predict the reactants needed to synthesize it. The reactants are: Cl[C:2]1[N:7]2[N:8]=[C:9](C3C=CC=CC=3)[CH:10]=[C:6]2[N:5]=[C:4]([CH3:17])[C:3]=1[CH:18]([CH2:23][CH2:24][CH3:25])[C:19]([O:21][CH3:22])=[O:20].[C:26]1(B(O)O)[CH:31]=[CH:30][CH:29]=[CH:28][CH:27]=1.C(N(C(C)C)CC)(C)C. (9) Given the product [NH2:14][C:13]1[C:12]([C:17]2[CH:22]=[CH:21][CH:20]=[CH:19][CH:18]=2)=[CH:11][C:10]([C:23]([OH:25])=[O:24])=[C:8]2[C:7]=1[O:6][C:5]([C:1]([CH3:4])([CH3:2])[CH3:3])=[N:9]2, predict the reactants needed to synthesize it. The reactants are: [C:1]([C:5]1[O:6][C:7]2[C:8](=[C:10]([C:23]([OH:25])=[O:24])[CH:11]=[C:12]([C:17]3[CH:22]=[CH:21][CH:20]=[CH:19][CH:18]=3)[C:13]=2[N+:14]([O-])=O)[N:9]=1)([CH3:4])([CH3:3])[CH3:2].[H][H]. (10) Given the product [C:21]([C:18]1([NH:17][CH2:2][C:3]2([OH:1])[CH2:8][CH2:7][N:6]([C:9]([O:11][C:12]([CH3:15])([CH3:14])[CH3:13])=[O:10])[CH2:5][CH2:4]2)[CH2:20][CH2:19]1)#[N:22], predict the reactants needed to synthesize it. The reactants are: [O:1]1[C:3]2([CH2:8][CH2:7][N:6]([C:9]([O:11][C:12]([CH3:15])([CH3:14])[CH3:13])=[O:10])[CH2:5][CH2:4]2)[CH2:2]1.Cl.[NH2:17][C:18]1([C:21]#[N:22])[CH2:20][CH2:19]1.[OH-].[K+].[Al].